From a dataset of Reaction yield outcomes from USPTO patents with 853,638 reactions. Predict the reaction yield, written as a fraction of the theoretical maximum amount of product (1.0 means a 100% yield; for example, 0.34 means a 34% yield). (1) The reactants are [O:1]1[C:9]2[CH:8]=[CH:7][N:6]=[CH:5][C:4]=2[N:3]=[C:2]1[C:10]1[CH:19]=[CH:18][C:13]([C:14]([O:16]C)=[O:15])=[CH:12][CH:11]=1.[Li+:20].[OH-]. The catalyst is CO.C1COCC1. The product is [O:1]1[C:9]2[CH:8]=[CH:7][N:6]=[CH:5][C:4]=2[N:3]=[C:2]1[C:10]1[CH:11]=[CH:12][C:13]([C:14]([O-:16])=[O:15])=[CH:18][CH:19]=1.[Li+:20]. The yield is 0.800. (2) The reactants are O1C=CC[CH2:3][CH:2]1[C:7]([C:9]1[C:14]([N+:15]([O-:17])=[O:16])=[C:13]([NH2:18])[N:12]=[C:11](Cl)[N:10]=1)=O.[OH:20][C:21]1[CH:22]=[C:23](B(O)O)[CH:24]=[CH:25][CH:26]=1.[O-]P([O-])([O-])=O.[K+].[K+].[K+].[O:38]1CCO[CH2:40][CH2:39]1. No catalyst specified. The product is [NH2:18][C:13]1[C:14]([N+:15]([O-:17])=[O:16])=[C:9]([C:7]2[CH2:40][CH2:39][O:38][CH2:3][CH:2]=2)[N:10]=[C:11]([C:25]2[CH:26]=[C:21]([OH:20])[CH:22]=[CH:23][CH:24]=2)[N:12]=1. The yield is 0.300.